Predict which catalyst facilitates the given reaction. From a dataset of Catalyst prediction with 721,799 reactions and 888 catalyst types from USPTO. (1) Reactant: FC(F)(F)C(O)=O.O.[C:9]([C:13]1[CH:64]=[CH:63][C:16]2[NH:17][C:18]([CH2:20][CH2:21][CH:22]3[CH2:25][CH:24]([N:26]([CH2:31][C@@H:32]4[C@H:36]5[O:37]C(C)(C)[O:39][C@H:35]5[C@H:34]([N:42]5[C:46]6[N:47]=[CH:48][N:49]=[C:50]([NH:51]CC7C=CC(OC)=CC=7OC)[C:45]=6[CH:44]=[CH:43]5)[CH2:33]4)[CH:27]4[CH2:30][CH2:29][CH2:28]4)[CH2:23]3)=[N:19][C:15]=2[CH:14]=1)([CH3:12])([CH3:11])[CH3:10].C([SiH](CC)CC)C.C([O-])([O-])=O.[K+].[K+]. Product: [NH2:51][C:50]1[C:45]2[CH:44]=[CH:43][N:42]([C@@H:34]3[CH2:33][C@H:32]([CH2:31][N:26]([CH:24]4[CH2:23][CH:22]([CH2:21][CH2:20][C:18]5[NH:17][C:16]6[CH:63]=[CH:64][C:13]([C:9]([CH3:10])([CH3:11])[CH3:12])=[CH:14][C:15]=6[N:19]=5)[CH2:25]4)[CH:27]4[CH2:28][CH2:29][CH2:30]4)[C@@H:36]([OH:37])[C@H:35]3[OH:39])[C:46]=2[N:47]=[CH:48][N:49]=1. The catalyst class is: 24. (2) Reactant: C([Li])CCC.C([Si](C)(C)[O:11][CH2:12][CH2:13][C:14]1[S:15][CH:16]=[CH:17][CH:18]=1)(C)(C)C.Cl[C:22]([O:24][CH:25]([CH3:27])[CH3:26])=[O:23]. Product: [OH:11][CH2:12][CH2:13][C:14]1[S:15][C:16]([C:22]([O:24][CH:25]([CH3:27])[CH3:26])=[O:23])=[CH:17][CH:18]=1. The catalyst class is: 182. (3) Reactant: N1CCOCC1.[F:7][C:8]([F:51])([F:50])[CH2:9][CH2:10][S:11]([O:14][C:15]1[CH:20]=[CH:19][C:18]([C:21]2[N:25]([C:26]3[CH:31]=[CH:30][C:29]([Cl:32])=[CH:28][C:27]=3[Cl:33])[N:24]=[C:23]([C:34]([NH:36][C:37]3[CH:42]=[CH:41][C:40]([F:43])=[C:39]([F:44])[C:38]=3[O:45]CC=C)=[O:35])[C:22]=2[CH3:49])=[CH:17][CH:16]=1)(=[O:13])=[O:12].O. Product: [F:51][C:8]([F:7])([F:50])[CH2:9][CH2:10][S:11]([O:14][C:15]1[CH:20]=[CH:19][C:18]([C:21]2[N:25]([C:26]3[CH:31]=[CH:30][C:29]([Cl:32])=[CH:28][C:27]=3[Cl:33])[N:24]=[C:23]([C:34]([NH:36][C:37]3[CH:42]=[CH:41][C:40]([F:43])=[C:39]([F:44])[C:38]=3[OH:45])=[O:35])[C:22]=2[CH3:49])=[CH:17][CH:16]=1)(=[O:13])=[O:12]. The catalyst class is: 532. (4) The catalyst class is: 9. Product: [F:17][C:15]1[CH:14]=[N:13][C:12]([O:18][C:19]2[CH:24]=[CH:23][CH:22]=[C:21]([S:25][CH3:26])[CH:20]=2)=[C:11]([CH:16]=1)[C:10]([NH:9][C@H:6]1[CH2:7][CH2:8][C@@H:3]([NH:2][C:36](=[O:37])[CH2:35][OH:38])[CH2:4][CH2:5]1)=[O:27]. Reactant: Cl.[NH2:2][C@@H:3]1[CH2:8][CH2:7][C@H:6]([NH:9][C:10](=[O:27])[C:11]2[CH:16]=[C:15]([F:17])[CH:14]=[N:13][C:12]=2[O:18][C:19]2[CH:24]=[CH:23][CH:22]=[C:21]([S:25][CH3:26])[CH:20]=2)[CH2:5][CH2:4]1.C(N(CC)CC)C.[C:35](O)(=[O:38])[CH2:36][OH:37].Cl.CN(C)CCCN=C=NCC.ON1C2C=CC=CC=2N=N1. (5) Reactant: [NH2:1][C:2](=[O:37])[CH2:3][C:4]1([NH:20][C:21]([C:23]2[CH:28]=[CH:27][C:26]([CH:29]3[CH2:31][CH2:30]3)=[C:25]([O:32][CH2:33][CH:34]3[CH2:36][CH2:35]3)[N:24]=2)=[O:22])[CH2:9][CH2:8][N:7](C(OCC2C=CC=CC=2)=O)[CH2:6][CH2:5]1. Product: [NH2:1][C:2](=[O:37])[CH2:3][C:4]1([NH:20][C:21]([C:23]2[CH:28]=[CH:27][C:26]([CH:29]3[CH2:31][CH2:30]3)=[C:25]([O:32][CH2:33][CH:34]3[CH2:36][CH2:35]3)[N:24]=2)=[O:22])[CH2:9][CH2:8][NH:7][CH2:6][CH2:5]1. The catalyst class is: 45.